Task: Regression. Given two drug SMILES strings and cell line genomic features, predict the synergy score measuring deviation from expected non-interaction effect.. Dataset: NCI-60 drug combinations with 297,098 pairs across 59 cell lines (1) Drug 1: C1=CC(=CC=C1CCCC(=O)O)N(CCCl)CCCl. Drug 2: COCCOC1=C(C=C2C(=C1)C(=NC=N2)NC3=CC=CC(=C3)C#C)OCCOC.Cl. Cell line: NCI-H522. Synergy scores: CSS=42.2, Synergy_ZIP=-3.81, Synergy_Bliss=0.586, Synergy_Loewe=6.84, Synergy_HSA=8.16. (2) Drug 1: CC12CCC3C(C1CCC2O)C(CC4=C3C=CC(=C4)O)CCCCCCCCCS(=O)CCCC(C(F)(F)F)(F)F. Drug 2: CNC(=O)C1=NC=CC(=C1)OC2=CC=C(C=C2)NC(=O)NC3=CC(=C(C=C3)Cl)C(F)(F)F. Cell line: NCI/ADR-RES. Synergy scores: CSS=-6.80, Synergy_ZIP=3.11, Synergy_Bliss=-3.43, Synergy_Loewe=-6.71, Synergy_HSA=-9.85. (3) Drug 1: C1=CC(=CC=C1CC(C(=O)O)N)N(CCCl)CCCl.Cl. Drug 2: CC1=C(N=C(N=C1N)C(CC(=O)N)NCC(C(=O)N)N)C(=O)NC(C(C2=CN=CN2)OC3C(C(C(C(O3)CO)O)O)OC4C(C(C(C(O4)CO)O)OC(=O)N)O)C(=O)NC(C)C(C(C)C(=O)NC(C(C)O)C(=O)NCCC5=NC(=CS5)C6=NC(=CS6)C(=O)NCCC[S+](C)C)O. Cell line: SK-MEL-28. Synergy scores: CSS=0.303, Synergy_ZIP=0.580, Synergy_Bliss=1.58, Synergy_Loewe=-4.68, Synergy_HSA=-3.77.